From a dataset of Forward reaction prediction with 1.9M reactions from USPTO patents (1976-2016). Predict the product of the given reaction. Given the reactants B.C1COCC1.B1(C)OC(C2C=CC=CC=2)(C2C=CC=CC=2)[C@@H]2N1CCC2.[Br:28][C:29]1[CH:34]=[CH:33][C:32]([C:35](=[O:41])[CH2:36][CH2:37][CH2:38][CH2:39][CH3:40])=[CH:31][CH:30]=1, predict the reaction product. The product is: [Br:28][C:29]1[CH:30]=[CH:31][C:32]([C@@H:35]([OH:41])[CH2:36][CH2:37][CH2:38][CH2:39][CH3:40])=[CH:33][CH:34]=1.